Dataset: Peptide-MHC class I binding affinity with 185,985 pairs from IEDB/IMGT. Task: Regression. Given a peptide amino acid sequence and an MHC pseudo amino acid sequence, predict their binding affinity value. This is MHC class I binding data. (1) The peptide sequence is QEADNMITEM. The MHC is HLA-B45:01 with pseudo-sequence HLA-B45:01. The binding affinity (normalized) is 0.345. (2) The peptide sequence is YSALRPHEY. The MHC is HLA-C12:03 with pseudo-sequence HLA-C12:03. The binding affinity (normalized) is 0.797.